Dataset: Full USPTO retrosynthesis dataset with 1.9M reactions from patents (1976-2016). Task: Predict the reactants needed to synthesize the given product. Given the product [I:26][C:23]1[CH:22]=[CH:21][C:20]([N:18]2[CH:19]=[C:15]([CH2:14][NH:13][C:10]([C:7]3[CH:8]=[C:9]4[C:4]([CH:3]=[CH:2][NH:1]4)=[CH:5][CH:6]=3)=[O:12])[N:16]=[CH:17]2)=[CH:25][CH:24]=1, predict the reactants needed to synthesize it. The reactants are: [NH:1]1[C:9]2[C:4](=[CH:5][CH:6]=[C:7]([C:10]([OH:12])=O)[CH:8]=2)[CH:3]=[CH:2]1.[NH2:13][CH2:14][C:15]1[N:16]=[CH:17][N:18]([C:20]2[CH:25]=[CH:24][C:23]([I:26])=[CH:22][CH:21]=2)[CH:19]=1.F[P-](F)(F)(F)(F)F.N1(O[P+](N(C)C)(N(C)C)N(C)C)C2C=CC=CC=2N=N1.O.